From a dataset of Catalyst prediction with 721,799 reactions and 888 catalyst types from USPTO. Predict which catalyst facilitates the given reaction. Reactant: B.C1C[O:5]CC1.[CH3:7][O:8][CH2:9][O:10][C@@H:11]1[CH2:28][CH2:27][C@@:26]2([CH3:29])[C@@H:13]([CH2:14][CH2:15][C@@H:16]3[C@@H:25]2[CH2:24][CH2:23][C@@:21]2([CH3:22])[C@H:17]3[CH2:18][CH2:19][C:20]2=[CH2:30])[CH2:12]1.[OH-].[Na+].OO. Product: [CH3:7][O:8][CH2:9][O:10][C@@H:11]1[CH2:28][CH2:27][C@@:26]2([CH3:29])[C@@H:13]([CH2:14][CH2:15][C@@H:16]3[C@@H:25]2[CH2:24][CH2:23][C@@:21]2([CH3:22])[C@H:17]3[CH2:18][CH2:19][C@@H:20]2[CH2:30][OH:5])[CH2:12]1. The catalyst class is: 1.